This data is from CYP2C9 inhibition data for predicting drug metabolism from PubChem BioAssay. The task is: Regression/Classification. Given a drug SMILES string, predict its absorption, distribution, metabolism, or excretion properties. Task type varies by dataset: regression for continuous measurements (e.g., permeability, clearance, half-life) or binary classification for categorical outcomes (e.g., BBB penetration, CYP inhibition). Dataset: cyp2c9_veith. (1) The compound is O=C(O)CS(=O)(=O)C(c1ccccc1)c1ccccc1. The result is 0 (non-inhibitor). (2) The molecule is CC1(C)CC(=O)C(C(c2cccc(O)c2O)C2C(=O)CC(C)(C)CC2=O)C(=O)C1. The result is 0 (non-inhibitor). (3) The compound is COc1ccc(NC(=O)c2ccccc2NC(=O)CSc2ccc(C)cc2)cc1. The result is 1 (inhibitor). (4) The compound is O=c1c(-c2ccc(F)cc2)nc2cnc(N3CCOCC3)nc2n1Cc1ccc(F)cc1. The result is 0 (non-inhibitor). (5) The compound is O=C1CC(c2ccc(F)cc2)Cc2nc(NCC3CCCO3)ncc21. The result is 1 (inhibitor). (6) The molecule is CS(=O)(=O)c1ccc([C@H](O)[C@H](CF)NC(=O)C(Cl)Cl)cc1. The result is 0 (non-inhibitor). (7) The compound is COc1ncc2ncc(=O)n(CCC#N)c2n1. The result is 0 (non-inhibitor).